This data is from Catalyst prediction with 721,799 reactions and 888 catalyst types from USPTO. The task is: Predict which catalyst facilitates the given reaction. (1) Reactant: [CH2:1]([C:3]1[CH:4]=[N:5][C:6]([N:9]2[CH2:14][CH2:13][CH:12]([NH:15]C(=O)OC(C)(C)C)[CH2:11][CH2:10]2)=[N:7][CH:8]=1)[CH3:2]. Product: [CH2:1]([C:3]1[CH:4]=[N:5][C:6]([N:9]2[CH2:10][CH2:11][CH:12]([NH2:15])[CH2:13][CH2:14]2)=[N:7][CH:8]=1)[CH3:2]. The catalyst class is: 137. (2) Reactant: CCOCC.[H-].[Al+3].[Li+].[H-].[H-].[H-].[N:12]1[CH:17]=[CH:16][C:15]([CH:18]([CH3:23])[CH2:19][C:20]([NH2:22])=O)=[CH:14][CH:13]=1.[OH-].[Na+]. Product: [N:12]1[CH:17]=[CH:16][C:15]([CH:18]([CH3:23])[CH2:19][CH2:20][NH2:22])=[CH:14][CH:13]=1. The catalyst class is: 124.